Dataset: Forward reaction prediction with 1.9M reactions from USPTO patents (1976-2016). Task: Predict the product of the given reaction. (1) Given the reactants [Cl:1][C:2]1[C:7]([Cl:8])=[C:6]([S:9](=[O:18])(=[O:17])[NH:10][C@@H:11]([CH3:16])[C:12]([F:15])([F:14])[F:13])[CH:5]=[CH:4][C:3]=1[C:19]1[S:23][C:22]([C:24]([O-])=[O:25])=[N:21][C:20]=1[C:27]([N:29]1[CH2:34][CH2:33][CH:32]([F:35])[CH2:31][CH2:30]1)=[O:28].[K+].C[N:38](C(ON1N=NC2C=CC=NC1=2)=[N+](C)C)C.F[P-](F)(F)(F)(F)F.CCN(C(C)C)C(C)C.[NH4+].[Cl-], predict the reaction product. The product is: [Cl:1][C:2]1[C:7]([Cl:8])=[C:6]([S:9](=[O:18])(=[O:17])[NH:10][C@@H:11]([CH3:16])[C:12]([F:14])([F:15])[F:13])[CH:5]=[CH:4][C:3]=1[C:19]1[S:23][C:22]([C:24]([NH2:38])=[O:25])=[N:21][C:20]=1[C:27]([N:29]1[CH2:34][CH2:33][CH:32]([F:35])[CH2:31][CH2:30]1)=[O:28]. (2) Given the reactants Cl[C:2]1[C:11]([CH3:12])=[C:10]([Cl:13])[C:9]2[C:4](=[CH:5][C:6]([F:15])=[CH:7][C:8]=2[F:14])[N:3]=1.CC1(C)C2C=CC=C(P(C3C=CC=CC=3)C3C=CC=CC=3)C=2OC2C1=CC=CC=2P(C1C=CC=CC=1)C1C=CC=CC=1.[NH:58]1[CH2:61][CH2:60][C:59]1=[O:62].C(=O)([O-])[O-].[Cs+].[Cs+], predict the reaction product. The product is: [Cl:13][C:10]1[C:9]2[C:4](=[CH:5][C:6]([F:15])=[CH:7][C:8]=2[F:14])[N:3]=[C:2]([N:58]2[CH2:61][CH2:60][C:59]2=[O:62])[C:11]=1[CH3:12].